From a dataset of Full USPTO retrosynthesis dataset with 1.9M reactions from patents (1976-2016). Predict the reactants needed to synthesize the given product. (1) Given the product [CH:1]([N:4]1[CH2:9][CH2:8][N:7]([C:10]([C:12]2[CH:17]=[CH:16][C:15]([C:30]3[CH:35]=[N:34][CH:33]=[C:32]([C:36]4[CH:41]=[CH:40][N:39]=[C:38]([C:42]5[CH:47]=[CH:46][CH:45]=[CH:44][N:43]=5)[N:37]=4)[CH:31]=3)=[CH:14][CH:13]=2)=[O:11])[CH2:6][CH2:5]1)([CH3:3])[CH3:2], predict the reactants needed to synthesize it. The reactants are: [CH:1]([N:4]1[CH2:9][CH2:8][N:7]([C:10]([C:12]2[CH:17]=[CH:16][C:15](B(O)O)=[CH:14][CH:13]=2)=[O:11])[CH2:6][CH2:5]1)([CH3:3])[CH3:2].C(=O)([O-])[O-].[Na+].[Na+].N#N.Br[C:30]1[CH:31]=[C:32]([C:36]2[CH:41]=[CH:40][N:39]=[C:38]([C:42]3[CH:47]=[CH:46][CH:45]=[CH:44][N:43]=3)[N:37]=2)[CH:33]=[N:34][CH:35]=1.C(Cl)Cl. (2) Given the product [O:1]1[CH:5]=[CH:4][CH:3]=[C:2]1[C:6]1[CH:11]=[C:10]([O:16][CH2:17][CH2:18][C:19]2[CH:24]=[CH:23][CH:22]=[CH:21][N:20]=2)[N:9]=[C:8]([NH2:15])[N:7]=1, predict the reactants needed to synthesize it. The reactants are: [O:1]1[CH:5]=[CH:4][CH:3]=[C:2]1[C:6]1[CH:11]=[C:10](S(C)=O)[N:9]=[C:8]([NH2:15])[N:7]=1.[OH:16][CH2:17][CH2:18][C:19]1[CH:24]=[CH:23][CH:22]=[CH:21][N:20]=1.C1CCN2C(=NCCC2)CC1. (3) Given the product [CH3:1][O:2][C:3]([C:5]1[S:6][C:7]([C:26]2[CH2:31][CH2:30][CH2:29][CH2:28][CH:27]=2)=[CH:8][C:9]=1[N:10]([CH:11]1[CH2:16][CH2:15][N:14]([CH:36]=[O:37])[CH2:13][CH2:12]1)[C:17]([C@H:19]1[CH2:24][CH2:23][C@H:22]([CH3:25])[CH2:21][CH2:20]1)=[O:18])=[O:4], predict the reactants needed to synthesize it. The reactants are: [CH3:1][O:2][C:3]([C:5]1[S:6][C:7]([C:26]2[CH2:31][CH2:30][CH2:29][CH2:28][CH:27]=2)=[CH:8][C:9]=1[N:10]([C:17]([C@H:19]1[CH2:24][CH2:23][C@H:22]([CH3:25])[CH2:21][CH2:20]1)=[O:18])[CH:11]1[CH2:16][CH2:15][NH:14][CH2:13][CH2:12]1)=[O:4].ClCCCl.[CH:36](OCC)=[O:37]. (4) Given the product [Cl:1][C:2]1[CH:7]=[CH:6][CH:5]=[CH:4][C:3]=1[N:8]([CH:32]([CH3:33])[CH3:34])[C:9]([C:11]1[N:12]=[N:13][N:14]([CH2:17][C:18]2[CH:19]=[C:20]([C:28]([F:29])([F:30])[F:31])[CH:21]=[C:22]([C:24]([F:25])([F:27])[F:26])[CH:23]=2)[C:15]=1[N:35]1[CH2:40][CH2:39][O:38][CH2:37][CH2:36]1)=[O:10], predict the reactants needed to synthesize it. The reactants are: [Cl:1][C:2]1[CH:7]=[CH:6][CH:5]=[CH:4][C:3]=1[N:8]([CH:32]([CH3:34])[CH3:33])[C:9]([C:11]1[N:12]=[N:13][N:14]([CH2:17][C:18]2[CH:23]=[C:22]([C:24]([F:27])([F:26])[F:25])[CH:21]=[C:20]([C:28]([F:31])([F:30])[F:29])[CH:19]=2)[C:15]=1Cl)=[O:10].[NH:35]1[CH2:40][CH2:39][O:38][CH2:37][CH2:36]1. (5) Given the product [F:8][C:4]1[C:3]([CH3:9])=[C:2]([NH:1][C:10](=[O:12])[CH3:11])[CH:7]=[CH:6][CH:5]=1, predict the reactants needed to synthesize it. The reactants are: [NH2:1][C:2]1[CH:7]=[CH:6][CH:5]=[C:4]([F:8])[C:3]=1[CH3:9].[C:10](OC(=O)C)(=[O:12])[CH3:11]. (6) Given the product [CH2:1]([O:8][CH2:9][CH2:10][C@H:11]([NH:25][C:26](=[O:27])[O:28][C:29]([CH3:30])([CH3:32])[CH3:31])[C:12]([NH:14][N:15]1[CH:19]=[CH:18][C:17]([Br:20])=[C:16]1[C:21](=[O:23])[NH:37][C:36]1[CH:35]=[C:34]([F:33])[CH:40]=[C:39]([F:41])[CH:38]=1)=[O:13])[C:2]1[CH:7]=[CH:6][CH:5]=[CH:4][CH:3]=1, predict the reactants needed to synthesize it. The reactants are: [CH2:1]([O:8][CH2:9][CH2:10][C@H:11]([NH:25][C:26]([O:28][C:29]([CH3:32])([CH3:31])[CH3:30])=[O:27])[C:12]([NH:14][N:15]1[CH:19]=[CH:18][C:17]([Br:20])=[C:16]1[C:21]([O:23]C)=O)=[O:13])[C:2]1[CH:7]=[CH:6][CH:5]=[CH:4][CH:3]=1.[F:33][C:34]1[CH:35]=[C:36]([CH:38]=[C:39]([F:41])[CH:40]=1)[NH2:37].